From a dataset of Experimentally validated miRNA-target interactions with 360,000+ pairs, plus equal number of negative samples. Binary Classification. Given a miRNA mature sequence and a target amino acid sequence, predict their likelihood of interaction. (1) The miRNA is hsa-miR-802 with sequence CAGUAACAAAGAUUCAUCCUUGU. The protein sequence of the target gene is MDDKAFTKELDQWVEQLNECKQLNENQVRTLCEKAKEILTKESNVQEVRCPVTVCGDVHGQFHDLMELFRIGGKSPDTNYLFMGDYVDRGYYSVETVTLLVALKVRYPERITILRGNHESRQITQVYGFYDECLRKYGNANVWKYFTDLFDYLPLTALVDGQIFCLHGGLSPSIDTLDHIRALDRLQEVPHEGPMCDLLWSDPDDRGGWGISPRGAGYTFGQDISETFNHANGLTLVSRAHQLVMEGYNWCHDRNVVTIFSAPNYCYRCGNQAAIMELDDTLKYSFLQFDPAPRRGEPHV.... Result: 0 (no interaction). (2) The miRNA is hsa-miR-3183 with sequence GCCUCUCUCGGAGUCGCUCGGA. The protein sequence of the target gene is MHDECTPQQTMSSIQDTKAADIAARGELNVIETATVSPTNGEESHYTNQVQLEKNKTHMSSALVEKENNTSLNGRVLGQEESQNKMFPDNAENEDDKQIEHMTVENINGNREETHGIIQTTETEIQETSESPREEMTTSSIICDISKKYINSTLPNDSENIKHKNNIMEKEYLDVLSDVTGPQVSCYITAPSYVLQQLECRIINHMSSLIVGDNEELVSNVITIECSDKEKRVPFPIGIAIPFTARYRGNYRDIMVKVCDINLQSSYLNPNSLEGMKGGYKGTCASVKVYKLGIFSVVSC.... Result: 1 (interaction). (3) The miRNA is gga-miR-16-5p with sequence UAGCAGCACGUAAAUAUUGGUG. The protein sequence of the target gene is MCGRRGGIWLALAAALLHVSLQGEFQRRLYKELVKNYNPLERPVANDSQPLTVYFSLSLLQIMDVDEKNQVLTTNIWLQMSWTDHYLQWNMSEYPGVKNVRFPDGQIWKPDILLYNSADERFDATFHTNVLVNASGHCQYLPPGIFKSSCYIDVRWFPFDVQQCKLKFGSWSYGGWSLDLQMQEADISSYIPNGEWDLMGIPGKRNEKFYECCKEPYPDVTYTVTMRRRTLYYGLNLLIPCVLISALALLVFLLPADSGEKISLGITVLLSLTVFMLLVAEIMPATSDSVPLIAQYFAST.... Result: 0 (no interaction). (4) The miRNA is hsa-miR-362-3p with sequence AACACACCUAUUCAAGGAUUCA. The protein sequence of the target gene is MLGRSGYRALPLGDFDRFQQSSFGFLGSQKGCLSPERGGVGTGADVPQSWPSCLCHGLISFLGFLLLLVTFPISGWFALKIVPTYERMIVFRLGRIRTPQGPGMVLLLPFIDSFQRVDLRTRAFNVPPCKLASKDGAVLSVGADVQFRIWDPVLSVMTVKDLNTATRMTAQNAMTKALLKRPLREIQMEKLKISDQLLLEINDVTRAWGLEVDRVELAVEAVLQPPQDSPAGPNLDSTLQQLALHFLGGSMNSMAGGAPSPGPADTVEMVSEVEPPAPQVGARSSPKQPLAEGLLTALQP.... Result: 1 (interaction). (5) The miRNA is mmu-miR-324-3p with sequence CCACUGCCCCAGGUGCUGCU. The protein sequence of the target gene is MPVINIEDLTEKDKLKMEVDQLKKEVTLERMMVSKCCEEVRDYIEERSGEDPLVKGIPEDKNPFKELKGGCVIS. Result: 0 (no interaction). (6) The miRNA is cel-miR-238-3p with sequence UUUGUACUCCGAUGCCAUUCAGA. The protein sequence of the target gene is MAPPTFADLGKSAKDLFNKGYNFGFLKIDSTTRAGDNKEVEFKSAASHNIGSGKLGGNLDVKYKIPQYGITLTEKWNTENQLGTVIEVNEQFGRGLKVTLDSLYAPHAGKRSGKVKLDWALPTARVTADVGVTSAPVINAAGVFSRDGWLIGAAATFDSSSNKLAATSLAFGHSTPQYTLHSFVINSTDFGASLYHKVASNVEVGTQLGWKVGGNGADYALATKYAPSRDLTVRAKVNSSSQVAVAATHSLSPALKLTLSTQFNLAANDAHKFGLGLEFDPSN. Result: 1 (interaction). (7) The miRNA is hsa-miR-367-5p with sequence ACUGUUGCUAAUAUGCAACUCU. The protein sequence of the target gene is MSVVGIDLGFLNCYIAVARSGGIETIANEYSDRCTPACISLGSRTRAIGNAAKSQIVTNVRNTIHGFKKLHGRSFDDPIVQTERIRLPYELQKMPNGSTGVKVRYLEEERPFAIEQVTGMLLAKLKETSENALKKPVADCVISIPSFFTDAERRSVMAAAQVAGLNCLRLMNETTAVALAYGIYKQDLPSLDEKPRNVVFIDMGHSAYQVSVCAFNKGKLKVLATTFDPYLGGRNFDEALVDYFCDEFKTKYKINVKENSRALLRLYQECEKLKKLMSANASDLPLNIECFMNDLDVSSK.... Result: 0 (no interaction). (8) The miRNA is hsa-miR-363-3p with sequence AAUUGCACGGUAUCCAUCUGUA. The protein sequence of the target gene is MSWKRNYFSGGRGSVQGMFAPRSSTSIAPSKGLSNEPGQNSCFLNSALQVLWHLDIFRRSFRQLTTHKCMGDSCIFCALKGIFNQFQCSSEKVLPSDTLRSALAKTFQDEQRFQLGIMDDAAECFENLLMRIHFHIADETKEDICTAQHCISHQKFAMTLFEQCVCTSCGATSDPLPFIQMVHYISTTSLCNQAICMLERREKPSPSMFGELLQNASTMGDLRNCPSNCGERIRIRRVLMNAPQIITIGLVWDSDHSDLAEDVIHSLGTCLKLGDLFFRVTDDRAKQSELYLVGMICYYG.... Result: 0 (no interaction).